This data is from Reaction yield outcomes from USPTO patents with 853,638 reactions. The task is: Predict the reaction yield, written as a fraction of the theoretical maximum amount of product (1.0 means a 100% yield; for example, 0.34 means a 34% yield). (1) The reactants are [C:1]([N:8]1[CH2:14][CH2:13][CH2:12][NH:11][CH2:10][CH2:9]1)([O:3][C:4]([CH3:7])([CH3:6])[CH3:5])=[O:2].Br[C:16]1[C:21]([N+:22]([O-:24])=[O:23])=[CH:20][CH:19]=[CH:18][C:17]=1[O:25][CH3:26].C(=O)([O-])[O-].[Cs+].[Cs+]. The catalyst is CN(C=O)C.CCCCCC.C(OCC)(=O)C.O. The product is [C:4]([O:3][C:1]([N:8]1[CH2:14][CH2:13][CH2:12][N:11]([C:16]2[C:21]([N+:22]([O-:24])=[O:23])=[CH:20][CH:19]=[CH:18][C:17]=2[O:25][CH3:26])[CH2:10][CH2:9]1)=[O:2])([CH3:7])([CH3:6])[CH3:5]. The yield is 0.250. (2) The reactants are [CH2:1]([OH:8])[C:2]1[CH:7]=[CH:6][CH:5]=[CH:4][CH:3]=1.[H-].[Na+].[Br:11][C:12]1[CH:17]=[C:16](F)[CH:15]=[C:14]([Br:19])[CH:13]=1.O. The catalyst is C1COCC1. The product is [CH2:1]([O:8][C:16]1[CH:17]=[C:12]([Br:11])[CH:13]=[C:14]([Br:19])[CH:15]=1)[C:2]1[CH:7]=[CH:6][CH:5]=[CH:4][CH:3]=1. The yield is 0.690. (3) The reactants are [Cl:1][C:2]1[C:11]2[C:6](=[CH:7][C:8]([O:12][CH3:13])=[CH:9][CH:10]=2)[C:5]([OH:14])=[CH:4][N:3]=1.C(=O)([O-])[O-].[K+].[K+].I[CH2:22][CH3:23]. The catalyst is C(#N)C. The product is [Cl:1][C:2]1[C:11]2[C:6](=[CH:7][C:8]([O:12][CH3:13])=[CH:9][CH:10]=2)[C:5]([O:14][CH2:22][CH3:23])=[CH:4][N:3]=1. The yield is 0.251. (4) The reactants are [CH:1]([O:4][C:5]1[CH:12]=[C:11]([C:13]([F:16])([F:15])[F:14])[CH:10]=[CH:9][C:6]=1[CH:7]=O)([CH3:3])[CH3:2].C1(P(=[CH:36][C:37]([O:39][CH3:40])=[O:38])(C2C=CC=CC=2)C2C=CC=CC=2)C=CC=CC=1. The catalyst is C1(C)C=CC=CC=1. The product is [CH3:40][O:39][C:37](=[O:38])[CH:36]=[CH:7][C:6]1[CH:9]=[CH:10][C:11]([C:13]([F:16])([F:15])[F:14])=[CH:12][C:5]=1[O:4][CH:1]([CH3:3])[CH3:2]. The yield is 0.720. (5) The reactants are C(OC([N:8]1[C:16]2[C:11](=[CH:12][C:13]([N:17](C(OC(C)(C)C)=O)[C:18]3[CH:23]=[CH:22][N:21]=[C:20]([C:24]4[CH:29]=[CH:28][CH:27]=[C:26]([O:30][CH:31]5[CH2:36][CH2:35][N:34](C(OC(C)(C)C)=O)[CH2:33][CH2:32]5)[CH:25]=4)[N:19]=3)=[CH:14][CH:15]=2)[CH:10]=[N:9]1)=O)(C)(C)C. The catalyst is Cl.CCOCC.O. The product is [NH:34]1[CH2:35][CH2:36][CH:31]([O:30][C:26]2[CH:25]=[C:24]([C:20]3[N:19]=[C:18]([NH:17][C:13]4[CH:12]=[C:11]5[C:16](=[CH:15][CH:14]=4)[NH:8][N:9]=[CH:10]5)[CH:23]=[CH:22][N:21]=3)[CH:29]=[CH:28][CH:27]=2)[CH2:32][CH2:33]1. The yield is 0.210. (6) The reactants are C([O:3][C:4](=[O:32])[CH:5]([C:10]1[CH:15]=[CH:14][C:13]([C:16]2[CH:21]=[CH:20][C:19]([C:22]([F:25])([F:24])[F:23])=[CH:18][CH:17]=2)=[C:12]([O:26][CH2:27][C:28]([F:31])([F:30])[F:29])[CH:11]=1)[CH2:6][CH:7]([CH3:9])[CH3:8])C.[OH-].[K+]. The catalyst is C(O)C. The product is [CH3:8][CH:7]([CH3:9])[CH2:6][CH:5]([C:10]1[CH:15]=[CH:14][C:13]([C:16]2[CH:17]=[CH:18][C:19]([C:22]([F:24])([F:23])[F:25])=[CH:20][CH:21]=2)=[C:12]([O:26][CH2:27][C:28]([F:29])([F:30])[F:31])[CH:11]=1)[C:4]([OH:32])=[O:3]. The yield is 0.630. (7) The reactants are Cl.[F:2][C:3]1[CH:4]=[C:5]([CH:8]=[CH:9][C:10]=1[NH:11][S:12]([CH3:15])(=[O:14])=[O:13])[CH2:6][NH2:7].[C:16]([C:20]1[N:25]=[CH:24][C:23]([O:26][CH2:27][C:28](O)=[O:29])=[CH:22][CH:21]=1)([CH3:19])([CH3:18])[CH3:17].CCN(CC)CC. The catalyst is C1COCC1. The product is [C:16]([C:20]1[N:25]=[CH:24][C:23]([O:26][CH2:27][C:28]([NH:7][CH2:6][C:5]2[CH:8]=[CH:9][C:10]([NH:11][S:12]([CH3:15])(=[O:14])=[O:13])=[C:3]([F:2])[CH:4]=2)=[O:29])=[CH:22][CH:21]=1)([CH3:19])([CH3:17])[CH3:18]. The yield is 0.650.